Dataset: Forward reaction prediction with 1.9M reactions from USPTO patents (1976-2016). Task: Predict the product of the given reaction. Given the reactants Cl[C:2]1[C:10]([CH3:11])=[C:5]2[CH:6]=[CH:7][CH:8]=[CH:9][N:4]2[N:3]=1.[F:12][C:13]1[CH:14]=[C:15](B(O)O)[CH:16]=[N:17][CH:18]=1.[O-]P([O-])([O-])=O.[K+].[K+].[K+].C1(P(C2CCCCC2)C2C=CC=CC=2C2C(OC)=CC=CC=2OC)CCCCC1, predict the reaction product. The product is: [F:12][C:13]1[CH:14]=[C:15]([C:2]2[C:10]([CH3:11])=[C:5]3[CH:6]=[CH:7][CH:8]=[CH:9][N:4]3[N:3]=2)[CH:16]=[N:17][CH:18]=1.